This data is from Catalyst prediction with 721,799 reactions and 888 catalyst types from USPTO. The task is: Predict which catalyst facilitates the given reaction. (1) Reactant: [CH2:1]([O:8][NH:9][C:10](=[O:32])[CH2:11][C@H:12]([C:22]1[O:23][CH:24]=[C:25]([C:27]([O:29]CC)=[O:28])[N:26]=1)[CH2:13][CH2:14][CH2:15][CH:16]1[CH2:21][CH2:20][CH2:19][CH2:18][CH2:17]1)[C:2]1[CH:7]=[CH:6][CH:5]=[CH:4][CH:3]=1.O.[OH-].[Li+]. Product: [CH2:1]([O:8][NH:9][C:10](=[O:32])[CH2:11][C@H:12]([C:22]1[O:23][CH:24]=[C:25]([C:27]([OH:29])=[O:28])[N:26]=1)[CH2:13][CH2:14][CH2:15][CH:16]1[CH2:21][CH2:20][CH2:19][CH2:18][CH2:17]1)[C:2]1[CH:3]=[CH:4][CH:5]=[CH:6][CH:7]=1. The catalyst class is: 38. (2) Product: [CH3:23][C:22]1[CH:24]=[CH:25][C:19]([S:16]([O:8][CH2:7][CH2:6][O:5][C:1]([CH3:4])([CH3:3])[CH3:2])(=[O:18])=[O:17])=[CH:20][CH:21]=1. Reactant: [C:1]([O:5][CH2:6][CH2:7][OH:8])([CH3:4])([CH3:3])[CH3:2].C(N(CC)CC)C.[S:16](Cl)([C:19]1[CH:25]=[CH:24][C:22]([CH3:23])=[CH:21][CH:20]=1)(=[O:18])=[O:17]. The catalyst class is: 154. (3) Reactant: [CH3:1][N:2]1[CH2:15][CH2:14][C:5]2[NH:6][C:7]3[CH:8]=[CH:9][C:10]([CH3:13])=[CH:11][C:12]=3[C:4]=2[CH2:3]1.[OH-].[K+].Br[CH2:19][CH2:20][C:21]1[CH:26]=[CH:25][C:24]([O:27][C:28]([CH3:31])([CH3:30])[CH3:29])=[CH:23][CH:22]=1. Product: [C:28]([O:27][C:24]1[CH:23]=[CH:22][C:21]([CH2:20][CH2:19][N:6]2[C:7]3[CH:8]=[CH:9][C:10]([CH3:13])=[CH:11][C:12]=3[C:4]3[CH2:3][N:2]([CH3:1])[CH2:15][CH2:14][C:5]2=3)=[CH:26][CH:25]=1)([CH3:30])([CH3:29])[CH3:31]. The catalyst class is: 264. (4) Reactant: [Cl:1][C:2]1[C:3]([CH3:33])=[C:4]([N:8]([S:23]([C:26]2[CH:31]=[CH:30][C:29]([CH3:32])=[CH:28][CH:27]=2)(=[O:25])=[O:24])[CH2:9][C:10]([NH:12][CH2:13][C:14]2[CH:22]=[CH:21][C:17]([C:18]([OH:20])=O)=[CH:16][CH:15]=2)=[O:11])[CH:5]=[CH:6][CH:7]=1.[Cl-].[NH4+].C1C=CC2N(O)N=[N:42]C=2C=1.CCN=C=NCCCN(C)C. Product: [Cl:1][C:2]1[C:3]([CH3:33])=[C:4]([N:8]([S:23]([C:26]2[CH:31]=[CH:30][C:29]([CH3:32])=[CH:28][CH:27]=2)(=[O:24])=[O:25])[CH2:9][C:10]([NH:12][CH2:13][C:14]2[CH:15]=[CH:16][C:17]([C:18]([NH2:42])=[O:20])=[CH:21][CH:22]=2)=[O:11])[CH:5]=[CH:6][CH:7]=1. The catalyst class is: 18. (5) Reactant: Cl[C:2]1[CH:7]=[C:6]([N:8]2[C:12]3[N:13]=[C:14]([N:42]4[CH2:47][CH2:46][O:45][CH2:44][CH2:43]4)[N:15]=[C:16]([C:17]4[CH:18]=[N:19][C:20]([N:23]([CH2:33][C:34]5[CH:39]=[CH:38][C:37]([O:40][CH3:41])=[CH:36][CH:35]=5)[CH2:24][C:25]5[CH:30]=[CH:29][C:28]([O:31][CH3:32])=[CH:27][CH:26]=5)=[N:21][CH:22]=4)[C:11]=3[CH2:10][CH2:9]2)[CH:5]=[CH:4][N:3]=1.CC(C)([O-])C.[Na+].[NH:54]1[CH2:59][CH2:58][O:57][CH2:56][CH2:55]1.C(N1CCN2CCN(CC(C)C)P1N(CC(C)C)CC2)C(C)C. Product: [CH3:32][O:31][C:28]1[CH:29]=[CH:30][C:25]([CH2:24][N:23]([CH2:33][C:34]2[CH:39]=[CH:38][C:37]([O:40][CH3:41])=[CH:36][CH:35]=2)[C:20]2[N:19]=[CH:18][C:17]([C:16]3[C:11]4[CH2:10][CH2:9][N:8]([C:6]5[CH:5]=[CH:4][N:3]=[C:2]([N:54]6[CH2:59][CH2:58][O:57][CH2:56][CH2:55]6)[CH:7]=5)[C:12]=4[N:13]=[C:14]([N:42]4[CH2:47][CH2:46][O:45][CH2:44][CH2:43]4)[N:15]=3)=[CH:22][N:21]=2)=[CH:26][CH:27]=1. The catalyst class is: 93. (6) Reactant: [C:1]([CH:4]1[CH2:13][CH2:12][CH:11]2[CH:6]([CH2:7][CH2:8][CH2:9][CH2:10]2)[C:5]1=O)(=O)[CH3:2].Cl.[CH3:16][O:17][C:18]1[CH:23]=[CH:22][C:21]([NH:24][NH2:25])=[CH:20][CH:19]=1. Product: [CH3:16][O:17][C:18]1[CH:23]=[CH:22][C:21]([N:24]2[C:1]([CH3:2])=[C:4]3[C:5]([CH:6]4[CH2:7][CH2:8][CH2:9][CH2:10][CH:11]4[CH2:12][CH2:13]3)=[N:25]2)=[CH:20][CH:19]=1.[CH3:16][O:17][C:18]1[CH:23]=[CH:22][C:21]([N:24]2[C:5]3[CH:6]4[CH2:7][CH2:8][CH2:9][CH2:10][CH:11]4[CH2:12][CH2:13][C:4]=3[C:1]([CH3:2])=[N:25]2)=[CH:20][CH:19]=1. The catalyst class is: 40. (7) Reactant: Br[CH2:2][C:3]([NH:5][C:6]1[CH:7]=[CH:8][CH:9]=[C:10]2[C:15]=1[N:14]=[CH:13][CH:12]=[CH:11]2)=[O:4].[CH3:16][NH:17][CH3:18].O. Product: [CH3:16][N:17]([CH3:18])[CH2:2][C:3]([NH:5][C:6]1[CH:7]=[CH:8][CH:9]=[C:10]2[C:15]=1[N:14]=[CH:13][CH:12]=[CH:11]2)=[O:4]. The catalyst class is: 7. (8) Reactant: Br[C:2]1[CH:3]=[C:4]([C:8]2[C:16]3[C:11](=[N:12][C:13]([NH:17][CH2:18][CH2:19][N:20]4[CH2:25][CH2:24][O:23][CH2:22][CH2:21]4)=[N:14][CH:15]=3)[N:10]([CH2:26][O:27][CH2:28][CH2:29][Si:30]([CH3:33])([CH3:32])[CH3:31])[N:9]=2)[CH:5]=[CH:6][CH:7]=1.[S:34]1[CH:38]=[CH:37][CH:36]=[C:35]1NC.[CH3:41][N:42](C1C(C2C(P(C3CCCCC3)C3CCCCC3)=CC=CC=2)=CC=CC=1)C.C(O[Na])(C)(C)C. Product: [N:20]1([CH2:19][CH2:18][NH:17][C:13]2[N:12]=[C:11]3[N:10]([CH2:26][O:27][CH2:28][CH2:29][Si:30]([CH3:33])([CH3:32])[CH3:31])[N:9]=[C:8]([C:4]4[CH:5]=[CH:6][CH:7]=[C:2]([NH:42][CH2:41][C:35]5[S:34][CH:38]=[CH:37][CH:36]=5)[CH:3]=4)[C:16]3=[CH:15][N:14]=2)[CH2:25][CH2:24][O:23][CH2:22][CH2:21]1. The catalyst class is: 62.